This data is from TCR-epitope binding with 47,182 pairs between 192 epitopes and 23,139 TCRs. The task is: Binary Classification. Given a T-cell receptor sequence (or CDR3 region) and an epitope sequence, predict whether binding occurs between them. (1) The epitope is RLFRKSNLK. The TCR CDR3 sequence is CASSGGWYGYTF. Result: 0 (the TCR does not bind to the epitope). (2) The epitope is RLQSLQTYV. The TCR CDR3 sequence is CAISAIGQGYTF. Result: 0 (the TCR does not bind to the epitope). (3) The epitope is LEPLVDLPI. The TCR CDR3 sequence is CASSQDFGSPFNEQFF. Result: 1 (the TCR binds to the epitope). (4) The epitope is FLNGSCGSV. The TCR CDR3 sequence is CASSSTGSHEQYF. Result: 1 (the TCR binds to the epitope). (5) The TCR CDR3 sequence is CATSSGGTGRNYGYTF. The epitope is KLFIRQEEV. Result: 0 (the TCR does not bind to the epitope). (6) The epitope is GPGHKARVL. The TCR CDR3 sequence is CAAKSNEQFF. Result: 0 (the TCR does not bind to the epitope). (7) The epitope is ILHCANFNV. The TCR CDR3 sequence is CASSSGGPPLHF. Result: 1 (the TCR binds to the epitope).